This data is from Full USPTO retrosynthesis dataset with 1.9M reactions from patents (1976-2016). The task is: Predict the reactants needed to synthesize the given product. (1) The reactants are: Br[C:2]1[CH:11]=[CH:10][CH:9]=[C:8]2[C:3]=1[CH:4]=[CH:5][C:6]([S:12]([N:15](CC1C=CC(OC)=CC=1OC)[C:16]1[S:20][N:19]=[CH:18][N:17]=1)(=[O:14])=[O:13])=[CH:7]2.C(=O)([O-])[O-].[K+].[K+].[Cl:38][C:39]1[CH:44]=[C:43]([C:45]([F:48])([F:47])[F:46])[CH:42]=[CH:41][C:40]=1B(O)O.O1CCOCC1. Given the product [Cl:38][C:39]1[CH:44]=[C:43]([C:45]([F:46])([F:47])[F:48])[CH:42]=[CH:41][C:40]=1[C:10]1[CH:11]=[CH:2][CH:3]=[C:8]2[C:9]=1[CH:4]=[CH:5][C:6]([S:12]([NH:15][C:16]1[S:20][N:19]=[CH:18][N:17]=1)(=[O:13])=[O:14])=[CH:7]2, predict the reactants needed to synthesize it. (2) Given the product [Cl:1][C:2]1[CH:3]=[C:4]([CH2:21][CH2:22][CH2:23][OH:24])[CH:5]=[CH:6][C:7]=1[CH2:8][CH:9]1[CH2:13][CH2:12][N:11]([CH:14]2[CH2:15][CH2:16][CH2:17][CH2:18][CH2:19]2)[C:10]1=[O:20], predict the reactants needed to synthesize it. The reactants are: [Cl:1][C:2]1[CH:3]=[C:4]([CH2:21][CH2:22][C:23](O)=[O:24])[CH:5]=[CH:6][C:7]=1[CH2:8][CH:9]1[CH2:13][CH2:12][N:11]([CH:14]2[CH2:19][CH2:18][CH2:17][CH2:16][CH2:15]2)[C:10]1=[O:20].S(Cl)(Cl)=O. (3) Given the product [CH2:1]([O:3][C:4]([N:6]1[C:15]2[C:10](=[N:11][C:12]([O:16][CH3:17])=[CH:13][CH:14]=2)[C@@H:9]([NH:18][C:19]2[C:24]([CH2:25][C:26]3[CH:27]=[C:28]([C:36]([F:39])([F:38])[F:37])[CH:29]=[C:30]([C:32]([F:35])([F:33])[F:34])[CH:31]=3)=[CH:23][C:22]([C:40]3[N:41]=[N:42][N:43]([CH2:54][CH2:55][OH:56])[N:44]=3)=[CH:21][N:20]=2)[CH2:8][C@H:7]1[CH2:45][CH3:46])=[O:5])[CH3:2], predict the reactants needed to synthesize it. The reactants are: [CH2:1]([O:3][C:4]([N:6]1[C:15]2[C:10](=[N:11][C:12]([O:16][CH3:17])=[CH:13][CH:14]=2)[C@@H:9]([NH:18][C:19]2[C:24]([CH2:25][C:26]3[CH:31]=[C:30]([C:32]([F:35])([F:34])[F:33])[CH:29]=[C:28]([C:36]([F:39])([F:38])[F:37])[CH:27]=3)=[CH:23][C:22]([C:40]3[NH:44][N:43]=[N:42][N:41]=3)=[CH:21][N:20]=2)[CH2:8][C@H:7]1[CH2:45][CH3:46])=[O:5])[CH3:2].C(=O)([O-])[O-].[K+].[K+].Br[CH2:54][CH2:55][OH:56].O. (4) Given the product [C:1]([C:3]1[CH:4]=[CH:5][C:6]([NH:9][C:10](=[O:11])[O:25][CH2:24][C@@H:23]([CH3:26])[C@H:22]([S:19]([C:16]2[CH:15]=[CH:14][C:13]([Cl:12])=[CH:18][CH:17]=2)(=[O:21])=[O:20])[C:27]2[CH:32]=[C:31]([F:33])[CH:30]=[CH:29][C:28]=2[F:34])=[CH:7][CH:8]=1)#[N:2], predict the reactants needed to synthesize it. The reactants are: [C:1]([C:3]1[CH:8]=[CH:7][C:6]([N:9]=[C:10]=[O:11])=[CH:5][CH:4]=1)#[N:2].[Cl:12][C:13]1[CH:18]=[CH:17][C:16]([S:19]([C@H:22]([C:27]2[CH:32]=[C:31]([F:33])[CH:30]=[CH:29][C:28]=2[F:34])[C@H:23]([CH3:26])[CH2:24][OH:25])(=[O:21])=[O:20])=[CH:15][CH:14]=1. (5) Given the product [F:11][C:9]([F:12])([F:10])[C:6]1[CH:7]=[CH:8][C:3]2[N:4]([C:14]([C:15]([O:17][CH2:18][CH3:19])=[O:16])=[N:2][N:1]=2)[CH:5]=1, predict the reactants needed to synthesize it. The reactants are: [NH:1]([C:3]1[CH:8]=[CH:7][C:6]([C:9]([F:12])([F:11])[F:10])=[CH:5][N:4]=1)[NH2:2].O=[CH:14][C:15]([O:17][CH2:18][CH3:19])=[O:16].C(OI(C1C=CC=CC=1)OC(=O)C)(=O)C. (6) The reactants are: [NH2:1][C:2]1[N:7]=[CH:6][N:5]2[CH:8]=[C:9]([C:11]3[CH:12]=[C:13]([CH:20]=[CH:21][CH:22]=3)[O:14][CH2:15][C:16]([O:18][CH3:19])=[O:17])[N:10]=[C:4]2[CH:3]=1.[CH2:23]([N:25]([CH3:37])[C:26]([C:28]1[CH:29]=[N:30][N:31]([CH3:36])[C:32]=1[C:33](O)=[O:34])=[O:27])[CH3:24]. Given the product [CH3:19][O:18][C:16](=[O:17])[CH2:15][O:14][C:13]1[CH:20]=[CH:21][CH:22]=[C:11]([C:9]2[N:10]=[C:6]3[N:7]=[C:2]([NH:1][C:33]([C:32]4[N:31]([CH3:36])[N:30]=[CH:29][C:28]=4[C:26](=[O:27])[N:25]([CH2:23][CH3:24])[CH3:37])=[O:34])[CH:3]=[CH:4][N:5]3[CH:8]=2)[CH:12]=1, predict the reactants needed to synthesize it. (7) Given the product [NH2:1][C:2]1[N:7]([CH3:8])[C:6](=[O:9])[NH:5][C:4](=[O:10])[C:3]=1[NH:11][CH:16]=[O:18], predict the reactants needed to synthesize it. The reactants are: [NH2:1][C:2]1[N:7]([CH3:8])[C:6](=[O:9])[NH:5][C:4](=[O:10])[CH:3]=1.[N:11]([O-])=O.[Na+].O.[CH:16]([OH:18])=O. (8) The reactants are: C[Al](C)C.[C:5]([NH2:9])([CH3:8])([CH3:7])[CH3:6].[Cl:10][C:11]1[CH:16]=[C:15]([C:17](OC)=[O:18])[CH:14]=[C:13]([Cl:21])[N:12]=1. Given the product [C:5]([NH:9][C:17](=[O:18])[C:15]1[CH:14]=[C:13]([Cl:21])[N:12]=[C:11]([Cl:10])[CH:16]=1)([CH3:8])([CH3:7])[CH3:6], predict the reactants needed to synthesize it. (9) Given the product [Br:1][C:2]1[C:3]([F:9])=[CH:4][C:5]([OH:8])=[C:6]([N+:10]([O-:12])=[O:11])[CH:7]=1, predict the reactants needed to synthesize it. The reactants are: [Br:1][C:2]1[CH:7]=[CH:6][C:5]([OH:8])=[CH:4][C:3]=1[F:9].[N+:10]([O-])([OH:12])=[O:11].O. (10) Given the product [Cl:1][C:2]1[N:3]=[C:4]([N:11]2[CH2:16][CH2:15][CH:14]([CH2:17][NH:22][CH2:21][CH:20]([F:23])[F:19])[CH2:13][CH2:12]2)[C:5]2[O:10][CH:9]=[CH:8][C:6]=2[N:7]=1, predict the reactants needed to synthesize it. The reactants are: [Cl:1][C:2]1[N:3]=[C:4]([N:11]2[CH2:16][CH2:15][CH:14]([CH:17]=O)[CH2:13][CH2:12]2)[C:5]2[O:10][CH:9]=[CH:8][C:6]=2[N:7]=1.[F:19][CH:20]([F:23])[CH2:21][NH2:22].CC(O)=O.[BH-](OC(C)=O)(OC(C)=O)OC(C)=O.[Na+].